This data is from Peptide-MHC class I binding affinity with 185,985 pairs from IEDB/IMGT. The task is: Regression. Given a peptide amino acid sequence and an MHC pseudo amino acid sequence, predict their binding affinity value. This is MHC class I binding data. (1) The peptide sequence is SWNNHSYLY. The MHC is HLA-A29:02 with pseudo-sequence HLA-A29:02. The binding affinity (normalized) is 1.00. (2) The MHC is HLA-A03:01 with pseudo-sequence HLA-A03:01. The peptide sequence is RTHLGFIFQ. The binding affinity (normalized) is 0.0847. (3) The MHC is Mamu-A01 with pseudo-sequence Mamu-A01. The binding affinity (normalized) is 0.0700. The peptide sequence is SGPLKAEI. (4) The peptide sequence is SLYADSPSV. The MHC is HLA-A02:03 with pseudo-sequence HLA-A02:03. The binding affinity (normalized) is 0.886.